Dataset: Catalyst prediction with 721,799 reactions and 888 catalyst types from USPTO. Task: Predict which catalyst facilitates the given reaction. (1) Reactant: [Cl:1][C:2]1[CH:3]=[C:4]([OH:11])[CH:5]=[C:6]([N+:8]([O-:10])=[O:9])[CH:7]=1.Br[CH2:13][CH2:14][O:15][CH2:16][CH2:17][O:18][CH2:19][CH2:20][O:21][CH3:22].C([O-])([O-])=O.[K+].[K+]. Product: [Cl:1][C:2]1[CH:7]=[C:6]([N+:8]([O-:10])=[O:9])[CH:5]=[C:4]([O:11][CH2:13][CH2:14][O:15][CH2:16][CH2:17][O:18][CH2:19][CH2:20][O:21][CH3:22])[CH:3]=1. The catalyst class is: 23. (2) Reactant: [C:1]([O:5][C:6]([N:8]1[CH2:13][CH2:12][CH:11]([O:14][C:15]2[CH:25]=[CH:24][C:18]([C:19]([O:21]CC)=[O:20])=[CH:17][CH:16]=2)[CH2:10][CH2:9]1)=[O:7])([CH3:4])([CH3:3])[CH3:2].[OH-].[Na+]. Product: [C:1]([O:5][C:6]([N:8]1[CH2:13][CH2:12][CH:11]([O:14][C:15]2[CH:16]=[CH:17][C:18]([C:19]([OH:21])=[O:20])=[CH:24][CH:25]=2)[CH2:10][CH2:9]1)=[O:7])([CH3:4])([CH3:2])[CH3:3]. The catalyst class is: 8. (3) Reactant: Cl[C:2]1[N:6]([C:7]2[CH:12]=[CH:11][CH:10]=[CH:9][CH:8]=2)[N:5]=[C:4]([CH3:13])[C:3]=1[CH:14]=[O:15].[Cl:16][C:17]1[CH:18]=[C:19]([SH:24])[CH:20]=[C:21]([Cl:23])[CH:22]=1.C(=O)([O-])[O-].[K+].[K+]. Product: [Cl:16][C:17]1[CH:18]=[C:19]([S:24][C:2]2[N:6]([C:7]3[CH:12]=[CH:11][CH:10]=[CH:9][CH:8]=3)[N:5]=[C:4]([CH3:13])[C:3]=2[CH:14]=[O:15])[CH:20]=[C:21]([Cl:23])[CH:22]=1. The catalyst class is: 35. (4) Reactant: Cl[C:2]([S:4]Cl)=[O:3].[NH2:6][C:7]([C:9]1[C:10]([Cl:23])=[C:11]([CH:16]=[CH:17][C:18]=1[S:19]([CH3:22])(=[O:21])=[O:20])[C:12]([O:14][CH3:15])=[O:13])=[O:8]. Product: [Cl:23][C:10]1[C:9]([C:7]2[O:8][C:2](=[O:3])[S:4][N:6]=2)=[C:18]([S:19]([CH3:22])(=[O:20])=[O:21])[CH:17]=[CH:16][C:11]=1[C:12]([O:14][CH3:15])=[O:13]. The catalyst class is: 11. (5) Reactant: [Cr](O[Cr]([O-])(=O)=O)([O-])(=O)=O.[NH+]1C=CC=CC=1.[NH+]1C=CC=CC=1.C(O)(=O)C.[CH3:26][C:27]([Si:30]([CH3:48])([CH3:47])[O:31][CH:32]1[CH:36]([CH2:37][O:38][CH2:39][C:40]2[CH:45]=[CH:44][CH:43]=[CH:42][CH:41]=2)[CH:35]([OH:46])[CH:34]=[CH:33]1)([CH3:29])[CH3:28].C(OCC)(=O)C. Product: [CH3:29][C:27]([Si:30]([CH3:48])([CH3:47])[O:31][C@@H:32]1[C@@H:36]([CH2:37][O:38][CH2:39][C:40]2[CH:41]=[CH:42][CH:43]=[CH:44][CH:45]=2)[C:35](=[O:46])[CH:34]=[CH:33]1)([CH3:26])[CH3:28]. The catalyst class is: 643. (6) Reactant: C(O[C:6](=[O:22])[NH:7][C@@H:8]([CH2:15][C:16]1[CH:21]=[CH:20][CH:19]=[CH:18][CH:17]=1)[C@H:9]([OH:14])[CH2:10][N:11]=[N+:12]=[N-:13])(C)(C)C.[H-].[Na+].[CH3:25]I. Product: [N:11]([CH2:10][C@H:9]1[O:14][C:6](=[O:22])[N:7]([CH3:25])[C@H:8]1[CH2:15][C:16]1[CH:17]=[CH:18][CH:19]=[CH:20][CH:21]=1)=[N+:12]=[N-:13]. The catalyst class is: 3. (7) Reactant: [F:1][C:2]1[C:11]2[C:6](=[CH:7][CH:8]=[CH:9][CH:10]=2)[C:5]([S:12]([Cl:15])(=[O:14])=[O:13])=[CH:4][CH:3]=1.ClS(O)(=O)=O.FC1C=CC=C2C=1CCCC2. Product: [F:1][C:2]1[C:11]2[CH2:10][CH2:9][CH2:8][CH2:7][C:6]=2[C:5]([S:12]([Cl:15])(=[O:13])=[O:14])=[CH:4][CH:3]=1. The catalyst class is: 4. (8) Reactant: [CH3:1][O:2][C:3]1[CH:8]=[CH:7][C:6]([N:9](C)[C:10]2[C:11]3[C:19]([CH3:20])=[CH:18][S:17][C:12]=3[N:13]=[C:14]([CH3:16])[N:15]=2)=[CH:5][CH:4]=1.C(O)(C)C.[ClH:26]. Product: [Cl:26][C:10]1[C:11]2[C:19]([CH3:20])=[CH:18][S:17][C:12]=2[N:13]=[C:14]([CH3:16])[N:15]=1.[CH3:10][NH:9][C:6]1[CH:7]=[CH:8][C:3]([O:2][CH3:1])=[CH:4][CH:5]=1. The catalyst class is: 28. (9) Reactant: [F:1][C:2]1[CH:7]=[CH:6][C:5]([N:8]2[C:12]([CH3:13])=[N:11][C:10]([CH2:14][OH:15])=[N:9]2)=[CH:4][CH:3]=1. Product: [F:1][C:2]1[CH:3]=[CH:4][C:5]([N:8]2[C:12]([CH3:13])=[N:11][C:10]([CH:14]=[O:15])=[N:9]2)=[CH:6][CH:7]=1. The catalyst class is: 742. (10) Reactant: [Cl:1][CH2:2][C:3]([C:5]1[CH:11]=[CH:10][C:8](O)=[CH:7][C:6]=1[OH:12])=O.[C:13]1([CH:20]=[CH:19][CH:18]=[C:16](O)[CH:15]=1)O. Product: [Cl:1][CH2:2][CH:3]1[C:20]2[CH:19]=[CH:18][CH:16]=[CH:15][C:13]=2[O:12][C:6]2[C:5]1=[CH:11][CH:10]=[CH:8][CH:7]=2. The catalyst class is: 501.